From a dataset of Catalyst prediction with 721,799 reactions and 888 catalyst types from USPTO. Predict which catalyst facilitates the given reaction. (1) Reactant: [CH3:1][C:2]([O:5][C:6]([N:8]1[CH2:13][CH2:12][CH:11]([CH2:14][C:15]2[CH:16]=[C:17]([C:21]([NH:23][CH2:24][C:25]3[CH:26]=[CH:27][C:28]([F:55])=[C:29]([C:31]4[CH:36]=[CH:35][CH:34]=[C:33]([CH2:37][N:38]5[CH2:43][CH2:42][N:41](C(OCC6C=CC=CC=6)=O)[C@@H:40]([CH3:54])[CH2:39]5)[CH:32]=4)[CH:30]=3)=[O:22])[CH:18]=[CH:19][CH:20]=2)[CH2:10][CH2:9]1)=[O:7])([CH3:4])[CH3:3]. Product: [F:55][C:28]1[C:29]([C:31]2[CH:36]=[CH:35][CH:34]=[C:33]([CH2:37][N:38]3[CH2:43][CH2:42][NH:41][C@@H:40]([CH3:54])[CH2:39]3)[CH:32]=2)=[CH:30][C:25]([CH2:24][NH:23][C:21]([C:17]2[CH:16]=[C:15]([CH2:14][CH:11]3[CH2:10][CH2:9][N:8]([C:6]([O:5][C:2]([CH3:1])([CH3:4])[CH3:3])=[O:7])[CH2:13][CH2:12]3)[CH:20]=[CH:19][CH:18]=2)=[O:22])=[CH:26][CH:27]=1. The catalyst class is: 19. (2) Reactant: Br[C:2]1[C:3]([C:26]([F:29])([F:28])[F:27])=[CH:4][C:5]([F:25])=[C:6]([CH:24]=1)[CH2:7][O:8][C:9]1[N:14]=[CH:13][C:12]2[C@@H:15]3[C@@H:18]([C:19]([O:21][CH2:22][CH3:23])=[O:20])[C@@H:16]3[CH2:17][C:11]=2[CH:10]=1.[F:30][C:31]1[CH:32]=[C:33](B(O)O)[CH:34]=[C:35]([F:38])[C:36]=1[OH:37].[O-]P([O-])([O-])=O.[K+].[K+].[K+]. Product: [F:30][C:31]1[CH:32]=[C:33]([C:2]2[C:3]([C:26]([F:29])([F:27])[F:28])=[CH:4][C:5]([F:25])=[C:6]([CH2:7][O:8][C:9]3[N:14]=[CH:13][C:12]4[C@@H:15]5[C@@H:18]([C:19]([O:21][CH2:22][CH3:23])=[O:20])[C@@H:16]5[CH2:17][C:11]=4[CH:10]=3)[CH:24]=2)[CH:34]=[C:35]([F:38])[C:36]=1[OH:37]. The catalyst class is: 1.